This data is from TCR-epitope binding with 47,182 pairs between 192 epitopes and 23,139 TCRs. The task is: Binary Classification. Given a T-cell receptor sequence (or CDR3 region) and an epitope sequence, predict whether binding occurs between them. The epitope is KLFIRQEEV. The TCR CDR3 sequence is CAGANSYEQYF. Result: 1 (the TCR binds to the epitope).